This data is from NCI-60 drug combinations with 297,098 pairs across 59 cell lines. The task is: Regression. Given two drug SMILES strings and cell line genomic features, predict the synergy score measuring deviation from expected non-interaction effect. (1) Drug 1: C1=CC(=CC=C1CCCC(=O)O)N(CCCl)CCCl. Drug 2: C1=NC2=C(N=C(N=C2N1C3C(C(C(O3)CO)O)F)Cl)N. Cell line: OVCAR-4. Synergy scores: CSS=0.399, Synergy_ZIP=-2.61, Synergy_Bliss=-1.52, Synergy_Loewe=-9.65, Synergy_HSA=-2.56. (2) Drug 1: CN(CC1=CN=C2C(=N1)C(=NC(=N2)N)N)C3=CC=C(C=C3)C(=O)NC(CCC(=O)O)C(=O)O. Drug 2: C1C(C(OC1N2C=C(C(=O)NC2=O)F)CO)O. Cell line: IGROV1. Synergy scores: CSS=24.8, Synergy_ZIP=-9.34, Synergy_Bliss=-12.7, Synergy_Loewe=-26.0, Synergy_HSA=-13.1.